Predict the reactants needed to synthesize the given product. From a dataset of Full USPTO retrosynthesis dataset with 1.9M reactions from patents (1976-2016). Given the product [CH2:20]([C:22]1[CH:28]=[C:27]([C:29]([F:41])([C:37]([F:38])([F:39])[F:40])[C:30]([F:35])([F:36])[C:31]([F:32])([F:33])[F:34])[CH:26]=[C:25]([CH3:42])[C:23]=1[NH:24][C:4](=[O:6])[C:3]1[CH:7]=[CH:8][CH:9]=[C:10]([N+:11]([O-:13])=[O:12])[C:2]=1[F:1])[CH3:21], predict the reactants needed to synthesize it. The reactants are: [F:1][C:2]1[C:10]([N+:11]([O-:13])=[O:12])=[CH:9][CH:8]=[CH:7][C:3]=1[C:4]([OH:6])=O.C(Cl)(=O)C(Cl)=O.[CH2:20]([C:22]1[CH:28]=[C:27]([C:29]([F:41])([C:37]([F:40])([F:39])[F:38])[C:30]([F:36])([F:35])[C:31]([F:34])([F:33])[F:32])[CH:26]=[C:25]([CH3:42])[C:23]=1[NH2:24])[CH3:21].N1C=CC=CC=1.